Dataset: Reaction yield outcomes from USPTO patents with 853,638 reactions. Task: Predict the reaction yield, written as a fraction of the theoretical maximum amount of product (1.0 means a 100% yield; for example, 0.34 means a 34% yield). (1) The reactants are [Cl:1][C:2]1[C:3]([CH2:18][CH3:19])=[C:4]([NH:10][C@H:11]([C@H:15]([OH:17])[CH3:16])[C:12]([OH:14])=O)[CH:5]=[CH:6][C:7]=1[C:8]#[N:9].[C:20]([C:22]1[CH:31]=[CH:30][C:25]([C:26]([NH:28][NH2:29])=[O:27])=[CH:24][CH:23]=1)#[N:21].O.ON1C2C=CC=CC=2N=N1.Cl.CN(C)CCCN=C=NCC.C(N(CC)CC)C. The catalyst is C1COCC1. The product is [Cl:1][C:2]1[C:3]([CH2:18][CH3:19])=[C:4]([NH:10][C@H:11]([C@H:15]([OH:17])[CH3:16])[C:12]([NH:29][NH:28][C:26](=[O:27])[C:25]2[CH:24]=[CH:23][C:22]([C:20]#[N:21])=[CH:31][CH:30]=2)=[O:14])[CH:5]=[CH:6][C:7]=1[C:8]#[N:9]. The yield is 0.620. (2) The reactants are FC(F)(F)C(O)=O.C(OC([N:15]1[CH2:35][CH2:34][C:18]2[N:19]=[C:20]([NH:23][C:24](=[O:33])[C:25]3[CH:30]=[CH:29][C:28]([CH2:31][CH3:32])=[CH:27][CH:26]=3)[N:21]=[CH:22][C:17]=2[CH2:16]1)=O)(C)(C)C.C(N(CC)CC)C.[S:43]1[CH:47]=[CH:46][C:45]([S:48](Cl)(=[O:50])=[O:49])=[CH:44]1. The catalyst is C(Cl)Cl. The product is [CH2:31]([C:28]1[CH:27]=[CH:26][C:25]([C:24]([NH:23][C:20]2[N:21]=[CH:22][C:17]3[CH2:16][N:15]([S:48]([C:45]4[CH:46]=[CH:47][S:43][CH:44]=4)(=[O:50])=[O:49])[CH2:35][CH2:34][C:18]=3[N:19]=2)=[O:33])=[CH:30][CH:29]=1)[CH3:32]. The yield is 0.630. (3) The reactants are C([Si](C)(C)[O:6][CH2:7][C:8]([CH3:26])([O:10][C:11]1[CH:16]=[CH:15][C:14]([B:17]2[O:21]C(C)(C)C(C)(C)[O:18]2)=[CH:13][CH:12]=1)[CH3:9])(C)(C)C.[O:29]1CC[CH2:31][CH2:30]1.O. The catalyst is C(O)(=O)C.C1(C)C=CC=CC=1. The product is [C:30]([O:6][CH2:7][C:8]([CH3:9])([CH3:26])[O:10][C:11]1[CH:12]=[CH:13][C:14]([B:17]([OH:18])[OH:21])=[CH:15][CH:16]=1)(=[O:29])[CH3:31]. The yield is 0.520. (4) The yield is 0.535. The catalyst is CC(C)=O.O. The product is [Si:5]([O:6][C@@H:7]([CH2:19][CH2:20][CH2:21][CH2:22][CH3:23])/[CH:8]=[CH:9]/[B:10]([OH:11])[OH:14])([C:1]([CH3:4])([CH3:3])[CH3:2])([CH3:25])[CH3:24]. The reactants are [C:1]([Si:5]([CH3:25])([CH3:24])[O:6][C@@H:7]([CH2:19][CH2:20][CH2:21][CH2:22][CH3:23])/[CH:8]=[CH:9]/[B:10]1[O:14]C(C)(C)C(C)(C)[O:11]1)([CH3:4])([CH3:3])[CH3:2]. (5) The reactants are [C:1]([O:5][C:6](=[O:22])[CH2:7][CH2:8][CH2:9][CH2:10][CH2:11][CH2:12][CH2:13][CH2:14][CH2:15][CH2:16][CH2:17][CH2:18][CH2:19][CH2:20]Br)([CH3:4])([CH3:3])[CH3:2].[CH3:23][O:24][C:25](=[O:40])[C:26]1[CH:38]=[CH:37][C:36]([OH:39])=[C:28]([C:29]([O:31][C:32]([CH3:35])([CH3:34])[CH3:33])=[O:30])[CH:27]=1.C([O-])([O-])=O.[K+].[K+].C(#N)C. The catalyst is CCCCCCC.CCOC(C)=O. The product is [CH3:23][O:24][C:25](=[O:40])[C:26]1[CH:38]=[CH:37][C:36]([O:39][CH2:20][CH2:19][CH2:18][CH2:17][CH2:16][CH2:15][CH2:14][CH2:13][CH2:12][CH2:11][CH2:10][CH2:9][CH2:8][CH2:7][C:6]([O:5][C:1]([CH3:4])([CH3:3])[CH3:2])=[O:22])=[C:28]([C:29]([O:31][C:32]([CH3:35])([CH3:33])[CH3:34])=[O:30])[CH:27]=1. The yield is 0.970.